From a dataset of Rat liver microsome stability data. Regression/Classification. Given a drug SMILES string, predict its absorption, distribution, metabolism, or excretion properties. Task type varies by dataset: regression for continuous measurements (e.g., permeability, clearance, half-life) or binary classification for categorical outcomes (e.g., BBB penetration, CYP inhibition). Dataset: rlm. (1) The molecule is NC(=O)[C@]12CC3CC(C1)[C@H](OC(=O)N1CC[C@H](Nc4ncccc4C(F)(F)F)C1)C(C3)C2. The result is 1 (stable in rat liver microsomes). (2) The molecule is O=C(CCCN1CCC(n2c(O)nc3ccccc32)CC1)c1ccc(F)cc1. The result is 1 (stable in rat liver microsomes). (3) The drug is COc1ccc(-c2ccc3c(N4CCOC[C@@H]4C)nc(N4CCOC[C@@H]4C)nc3n2)cc1CO. The result is 0 (unstable in rat liver microsomes). (4) The compound is N#Cc1c(-c2ccc(C(F)(F)F)cc2)cc(NCCCN2CCOCC2)n2c1nc1ccccc12. The result is 1 (stable in rat liver microsomes). (5) The drug is CC(C)[C@@H]1CN(c2ccc(CO)c(S(C)(=O)=O)c2)CCN1c1ncc(CO)c(C(F)(F)F)n1. The result is 0 (unstable in rat liver microsomes). (6) The molecule is CCOc1ccccc1C(=O)NC1CCN(c2cc(C)cc(C)c2)C1=O. The result is 1 (stable in rat liver microsomes). (7) The drug is Cc1c2c(n3c1CCNCC(O)CNc1cc-3ccc1C(N)=O)CC(C)(C)CC2=O. The result is 1 (stable in rat liver microsomes). (8) The drug is COc1ccccc1C(=O)N1CCc2cc(-c3nc(NC(=O)Cc4ccc5c(c4)OCO5)sc3C)ccc21. The result is 1 (stable in rat liver microsomes). (9) The drug is O[C@@H]1COC[C@H]1Nc1nc(Nc2cc(Cl)cc(Cl)c2)ncc1Br. The result is 0 (unstable in rat liver microsomes). (10) The molecule is CCOc1ccc(C(=O)Nc2ccc(S(=O)(=O)N3CCCCC3c3cccnc3)cc2)cc1. The result is 1 (stable in rat liver microsomes).